Dataset: Peptide-MHC class I binding affinity with 185,985 pairs from IEDB/IMGT. Task: Regression. Given a peptide amino acid sequence and an MHC pseudo amino acid sequence, predict their binding affinity value. This is MHC class I binding data. (1) The peptide sequence is LLNMRDLIVT. The MHC is HLA-A02:03 with pseudo-sequence HLA-A02:03. The binding affinity (normalized) is 0.416. (2) The peptide sequence is HSNLNDATY. The MHC is HLA-B08:02 with pseudo-sequence HLA-B08:02. The binding affinity (normalized) is 0.0847. (3) The peptide sequence is QLGYNYAVDL. The binding affinity (normalized) is 0.0641. The MHC is H-2-Db with pseudo-sequence H-2-Db.